This data is from Peptide-MHC class I binding affinity with 185,985 pairs from IEDB/IMGT. The task is: Regression. Given a peptide amino acid sequence and an MHC pseudo amino acid sequence, predict their binding affinity value. This is MHC class I binding data. (1) The peptide sequence is SITKEKIKI. The MHC is HLA-A02:01 with pseudo-sequence HLA-A02:01. The binding affinity (normalized) is 0.216. (2) The peptide sequence is VLWKSYPLV. The MHC is HLA-A26:01 with pseudo-sequence HLA-A26:01. The binding affinity (normalized) is 0.0847. (3) The peptide sequence is AEHDPWWAV. The MHC is HLA-B27:05 with pseudo-sequence HLA-B27:05. The binding affinity (normalized) is 0.0847.